From a dataset of Full USPTO retrosynthesis dataset with 1.9M reactions from patents (1976-2016). Predict the reactants needed to synthesize the given product. (1) The reactants are: Br[C:2]1[CH:16]=[C:15]2[C:5]([CH2:6][CH2:7][C:8]([CH3:18])([CH3:17])[C:9]32[CH2:13][O:12][C:11]([NH2:14])=[N:10]3)=[CH:4][CH:3]=1.[Cl:19][C:20]1[CH:21]=[C:22](B(O)O)[CH:23]=[N:24][CH:25]=1.C(=O)([O-])[O-].[Na+].[Na+]. Given the product [Cl:19][C:20]1[CH:21]=[C:22]([C:2]2[CH:16]=[C:15]3[C:5]([CH2:6][CH2:7][C:8]([CH3:18])([CH3:17])[C:9]43[CH2:13][O:12][C:11]([NH2:14])=[N:10]4)=[CH:4][CH:3]=2)[CH:23]=[N:24][CH:25]=1, predict the reactants needed to synthesize it. (2) Given the product [CH:1]1([N:4]([CH:18]2[CH2:23][CH2:22][N:21]([C:25]3[N:30]=[CH:29][C:28]([CH2:31][CH3:32])=[CH:27][N:26]=3)[CH2:20][CH2:19]2)[C:5]([C:7]2[CH:12]=[N:11][C:10]([N:13]3[CH:17]=[CH:16][N:15]=[CH:14]3)=[N:9][CH:8]=2)=[O:6])[CH2:2][CH2:3]1, predict the reactants needed to synthesize it. The reactants are: [CH:1]1([N:4]([CH:18]2[CH2:23][CH2:22][NH:21][CH2:20][CH2:19]2)[C:5]([C:7]2[CH:8]=[N:9][C:10]([N:13]3[CH:17]=[CH:16][N:15]=[CH:14]3)=[N:11][CH:12]=2)=[O:6])[CH2:3][CH2:2]1.Cl[C:25]1[N:30]=[CH:29][C:28]([CH2:31][CH3:32])=[CH:27][N:26]=1. (3) Given the product [O:1]1[CH2:3][C@@H:2]1[CH2:4][O:5][C@@H:6]([C:8]1[CH:13]=[CH:12][CH:11]=[CH:10][C:9]=1[CH2:14][CH2:15][C:16]([O:18][CH3:19])=[O:17])[CH3:7], predict the reactants needed to synthesize it. The reactants are: [O:1]1[CH2:3][C@@H:2]1[CH2:4][O:5][C@@H:6]([C:8]1[CH:13]=[CH:12][CH:11]=[CH:10][C:9]=1[CH:14]=[CH:15][C:16]([O:18][CH3:19])=[O:17])[CH3:7]. (4) Given the product [C:14]([O:18][C:19]([N:21]1[C:30]2[C:25](=[CH:26][CH:27]=[C:28]([N:10]3[CH2:11][CH2:12][N:8]([C:3]4[CH:4]=[N:5][CH:6]=[CH:7][C:2]=4[CH3:1])[C:9]3=[O:13])[CH:29]=2)[CH2:24][CH2:23][C:22]1=[O:32])=[O:20])([CH3:17])([CH3:15])[CH3:16], predict the reactants needed to synthesize it. The reactants are: [CH3:1][C:2]1[CH:7]=[CH:6][N:5]=[CH:4][C:3]=1[N:8]1[CH2:12][CH2:11][NH:10][C:9]1=[O:13].[C:14]([O:18][C:19]([N:21]1[C:30]2[C:25](=[CH:26][CH:27]=[C:28](Br)[CH:29]=2)[CH2:24][CH2:23][C:22]1=[O:32])=[O:20])([CH3:17])([CH3:16])[CH3:15].N[C@@H]1CCCC[C@H]1N.P([O-])([O-])([O-])=O.[K+].[K+].[K+]. (5) Given the product [Cl:1][C:2]1[CH:3]=[CH:4][C:5]([O:8][C:9]2[CH:14]=[CH:13][C:12]([CH2:15][CH2:16][CH:17]([C:20]3([CH3:19])[NH:24][C:23](=[O:25])[NH:22][C:21]3=[O:26])[OH:18])=[CH:11][CH:10]=2)=[N:6][CH:7]=1, predict the reactants needed to synthesize it. The reactants are: [Cl:1][C:2]1[CH:3]=[CH:4][C:5]([O:8][C:9]2[CH:14]=[CH:13][C:12]([CH2:15][CH2:16][CH:17]=[O:18])=[CH:11][CH:10]=2)=[N:6][CH:7]=1.[CH3:19][CH:20]1[NH:24][C:23](=[O:25])[NH:22][C:21]1=[O:26].